This data is from Full USPTO retrosynthesis dataset with 1.9M reactions from patents (1976-2016). The task is: Predict the reactants needed to synthesize the given product. (1) Given the product [CH3:22][O:23][CH2:24][CH2:25][O:26][C:27]1[CH:28]=[C:29]2[C:41]([NH:42][C:43]3[CH:48]=[C:47]([C:49]#[CH:50])[CH:46]=[CH:45][CH:44]=3)=[N:40][CH:39]=[N:38][C:30]2=[CH:31][C:32]=1[O:33][CH2:34][CH2:35][O:36][CH3:37], predict the reactants needed to synthesize it. The reactants are: ClC1C2C(=CC(OCCOC)=C(OCCOC)C=2)N=CN=1.[CH3:22][O:23][CH2:24][CH2:25][O:26][C:27]1[CH:28]=[C:29]2[C:41]([NH:42][C:43]3[CH:44]=[CH:45][CH:46]=[C:47]([C:49]#[CH:50])[CH:48]=3)=[N:40][CH:39]=[N:38][C:30]2=[CH:31][C:32]=1[O:33][CH2:34][CH2:35][O:36][CH3:37].Cl.C(O[Na])(C)=O. (2) Given the product [C:18]([C:2]1[CH:3]=[C:4]([CH:8]=[CH:9][C:10]=1[OH:11])[C:5]([OH:7])=[O:6])#[N:19], predict the reactants needed to synthesize it. The reactants are: I[C:2]1[CH:3]=[C:4]([CH:8]=[CH:9][C:10]=1[O:11]CCC)[C:5]([OH:7])=[O:6].[C-]#N.[Na+].[C:18]([Cu])#[N:19]. (3) Given the product [CH:28]1([CH2:27][NH:34][CH2:35][C:36]([C:46]2[CH:47]=[CH:48][CH:49]=[CH:50][CH:51]=2)([C:40]2[CH:45]=[CH:44][CH:43]=[CH:42][CH:41]=2)[CH2:37][CH:38]=[CH2:39])[CH2:33][CH2:32][CH2:31][CH2:30][CH2:29]1, predict the reactants needed to synthesize it. The reactants are: C1(C(C2C=CC=CC=2)(CC=C)CN)C=CC=CC=1.C1(C=O)CCCCC1.[CH2:27]([NH:34][CH2:35][C:36]([C:46]1[CH:51]=[CH:50][CH:49]=[CH:48][CH:47]=1)([C:40]1[CH:45]=[CH:44][CH:43]=[CH:42][CH:41]=1)[CH2:37][CH:38]=[CH2:39])[C:28]1[CH:33]=[CH:32][CH:31]=[CH:30][CH:29]=1. (4) Given the product [CH:27]1([CH2:26][O:25][C:20]2[CH:21]=[CH:22][CH:23]=[CH:24][C:19]=2[CH2:18][CH2:17][CH:14]2[CH2:15][CH2:16][NH:11][CH2:12][CH2:13]2)[CH2:28][CH2:29][CH2:30][CH2:31][CH2:32]1, predict the reactants needed to synthesize it. The reactants are: C(OC([N:11]1[CH2:16][CH2:15][CH:14](/[CH:17]=[CH:18]/[C:19]2[CH:24]=[CH:23][CH:22]=[CH:21][C:20]=2[O:25][CH2:26][CH:27]2[CH2:32][CH2:31][CH2:30][CH2:29][CH2:28]2)[CH2:13][CH2:12]1)=O)C1C=CC=CC=1. (5) Given the product [NH2:1][C:2]1[N:10]=[C:9]2[C:5]([N:6]=[CH:7][N:8]2[C@H:11]2[O:17][C@@H:16]([CH2:18][OH:19])[C@H:14]([OH:15])[C@@H:12]2[OH:13])=[C:4]([S:20]([NH2:21])=[O:31])[N:3]=1, predict the reactants needed to synthesize it. The reactants are: [NH2:1][C:2]1[N:10]=[C:9]2[C:5]([N:6]=[CH:7][N:8]2[C@H:11]2[O:17][C@@H:16]([CH2:18][OH:19])[C@H:14]([OH:15])[C@@H:12]2[OH:13])=[C:4]([S:20][NH2:21])[N:3]=1.O.C1C=C(Cl)C=C(C(OO)=[O:31])C=1. (6) Given the product [F:19][C:18]1[C:13]([N:5]2[CH:6]=[C:7]([C:8]([O:10][CH:11]([CH3:26])[CH3:12])=[O:9])[C:3]([CH2:2][O:22][CH:21]([CH3:23])[CH3:20])=[N:4]2)=[N:14][CH:15]=[CH:16][CH:17]=1, predict the reactants needed to synthesize it. The reactants are: Br[CH2:2][C:3]1[C:7]([C:8]([O:10][CH2:11][CH3:12])=[O:9])=[CH:6][N:5]([C:13]2[C:18]([F:19])=[CH:17][CH:16]=[CH:15][N:14]=2)[N:4]=1.[CH3:20][CH:21]([CH3:23])[O-:22].[Li+].[Li].[CH3:26]C(O)C. (7) Given the product [C:21]([C:2]1[CH:3]=[C:4]([N:8]2[CH2:13][CH2:12][N:11]([C:14]([O:16][C:17]([CH3:20])([CH3:19])[CH3:18])=[O:15])[CH2:10][CH2:9]2)[CH:5]=[CH:6][CH:7]=1)#[N:22], predict the reactants needed to synthesize it. The reactants are: Br[C:2]1[CH:3]=[C:4]([N:8]2[CH2:13][CH2:12][N:11]([C:14]([O:16][C:17]([CH3:20])([CH3:19])[CH3:18])=[O:15])[CH2:10][CH2:9]2)[CH:5]=[CH:6][CH:7]=1.[CH3:21][N:22](C=O)C. (8) Given the product [OH:1][C:2]1[CH:3]=[C:4]2[C:8](=[CH:9][CH:10]=1)[N:7]([C:11]1[CH:16]=[CH:15][C:14]([NH:17][C:29](=[O:30])[C:28]3[CH:27]=[CH:26][C:25]([N:22]4[CH2:23][CH2:24][CH:19]([OH:18])[CH2:20][CH2:21]4)=[CH:33][CH:32]=3)=[CH:13][CH:12]=1)[N:6]=[CH:5]2, predict the reactants needed to synthesize it. The reactants are: [OH:1][C:2]1[CH:3]=[C:4]2[C:8](=[CH:9][CH:10]=1)[N:7]([C:11]1[CH:16]=[CH:15][C:14]([NH2:17])=[CH:13][CH:12]=1)[N:6]=[CH:5]2.[OH:18][CH:19]1[CH2:24][CH2:23][N:22]([C:25]2[CH:33]=[CH:32][C:28]([C:29](O)=[O:30])=[CH:27][CH:26]=2)[CH2:21][CH2:20]1.